This data is from Forward reaction prediction with 1.9M reactions from USPTO patents (1976-2016). The task is: Predict the product of the given reaction. (1) Given the reactants C(O[CH:9]1[O:35][C@H:34]([C@H:36]([CH2:45][O:46][C:47](=[O:49])[CH3:48])[O:37][CH2:38][C:39]2[CH:44]=[CH:43][CH:42]=[CH:41][CH:40]=2)[C@@H:24]([O:25][CH2:26][C:27]2[CH:32]=[CH:31][C:30]([Br:33])=[CH:29][CH:28]=2)[C@H:15]([O:16][C:17](=[O:23])[CH2:18][CH2:19][C:20]([CH3:22])=[O:21])[C@@H:10]1[O:11][C:12](=[O:14])[CH3:13])(=O)CCC(C)=O.[C:50]([C:54]1[CH:55]=[CH:56][C:57]([CH3:61])=[C:58]([SH:60])[CH:59]=1)([CH3:53])([CH3:52])[CH3:51], predict the reaction product. The product is: [C:12]([O:11][C@H:10]1[C@@H:15]([O:16][C:17](=[O:23])[CH2:18][CH2:19][C:20]([CH3:22])=[O:21])[C@H:24]([O:25][CH2:26][C:27]2[CH:28]=[CH:29][C:30]([Br:33])=[CH:31][CH:32]=2)[C@@H:34]([C@H:36]([CH2:45][O:46][C:47](=[O:49])[CH3:48])[O:37][CH2:38][C:39]2[CH:44]=[CH:43][CH:42]=[CH:41][CH:40]=2)[O:35][CH:9]1[S:60][C:58]1[CH:59]=[C:54]([C:50]([CH3:52])([CH3:51])[CH3:53])[CH:55]=[CH:56][C:57]=1[CH3:61])(=[O:14])[CH3:13]. (2) Given the reactants [CH3:1][N:2]1[C:7]2=[CH:8][S:9][C:10](C)=[C:6]2[C:5](=[O:12])[N:4]([CH3:13])[C:3]1=[O:14].[F:15][C:16]1[C:21]([F:22])=[C:20]([C:23]([F:26])([F:25])[F:24])[CH:19]=[CH:18][C:17]=1[C:27]1[N:28]=[C:29]([NH2:32])[S:30][CH:31]=1.CCN=C=NC[CH2:39][CH2:40]N(C)C.Cl.C1C=CC2N([OH:54])N=NC=2C=1, predict the reaction product. The product is: [F:15][C:16]1[C:21]([F:22])=[C:20]([C:23]([F:26])([F:24])[F:25])[CH:19]=[CH:18][C:17]=1[C:27]1[N:28]=[C:29]([NH:32][C:39](=[O:54])[CH2:40][C:7]2[C:6]3[C:5](=[O:12])[N:4]([CH3:13])[C:3](=[O:14])[N:2]([CH3:1])[C:10]=3[S:9][CH:8]=2)[S:30][CH:31]=1.